This data is from Forward reaction prediction with 1.9M reactions from USPTO patents (1976-2016). The task is: Predict the product of the given reaction. (1) Given the reactants C(O[C:6](=[O:17])[NH:7][C:8]1[C:13]([CH:14]=[O:15])=[C:12]([Cl:16])[CH:11]=[CH:10][N:9]=1)(C)(C)C.[NH2:18][CH2:19][CH2:20]O.CC(O)=O, predict the reaction product. The product is: [Cl:16][C:12]1[C:13]2[CH:14]3[O:15][CH2:20][CH2:19][N:18]3[C:6](=[O:17])[NH:7][C:8]=2[N:9]=[CH:10][CH:11]=1. (2) The product is: [CH3:7][O:6][C:5]1[CH:4]=[C:3]([CH:11]=[CH:10][C:8]=1[O:9][S:24]([C:21]1[CH:22]=[CH:23][C:18]([CH3:28])=[CH:19][CH:20]=1)(=[O:26])=[O:25])[CH:2]=[O:1]. Given the reactants [O:1]=[CH:2][C:3]1[CH:11]=[CH:10][C:8]([OH:9])=[C:5]([O:6][CH3:7])[CH:4]=1.C(=O)([O-])[O-].[K+].[K+].[C:18]1([CH3:28])[CH:23]=[CH:22][C:21]([S:24](Cl)(=[O:26])=[O:25])=[CH:20][CH:19]=1.O, predict the reaction product.